This data is from Reaction yield outcomes from USPTO patents with 853,638 reactions. The task is: Predict the reaction yield, written as a fraction of the theoretical maximum amount of product (1.0 means a 100% yield; for example, 0.34 means a 34% yield). (1) The reactants are [C:1]([C:5]1[CH:10]=[CH:9][C:8]([C:11]2[S:12][CH:13]=[C:14]([CH:17]=O)[C:15]=2[OH:16])=[CH:7][CH:6]=1)([CH3:4])([CH3:3])[CH3:2].[NH:19]([C:21]([NH:23][C:24]1[CH:32]=[CH:31][C:27]([C:28]([OH:30])=[O:29])=[CH:26][CH:25]=1)=[S:22])[NH2:20].Cl. The catalyst is CN(C)C=O. The product is [C:1]([C:5]1[CH:6]=[CH:7][C:8]([C:11]2[S:12][CH:13]=[C:14]([CH:17]=[N:20][NH:19][C:21]([NH:23][C:24]3[CH:32]=[CH:31][C:27]([C:28]([OH:30])=[O:29])=[CH:26][CH:25]=3)=[S:22])[C:15]=2[OH:16])=[CH:9][CH:10]=1)([CH3:2])([CH3:3])[CH3:4]. The yield is 0.230. (2) The reactants are [N:1]1([C:7]2[N:15]=[C:14]([C:16]3[CH:17]=[C:18]([OH:22])[CH:19]=[N:20][CH:21]=3)[N:13]=[C:12]3[C:8]=2[N:9]=[CH:10][N:11]3[CH:23]2[CH2:28][CH2:27][NH:26][CH2:25][CH2:24]2)[CH2:6][CH2:5][O:4][CH2:3][CH2:2]1.[CH3:29][C:30]1[S:34][C:33]([CH:35]=O)=[CH:32][CH:31]=1. No catalyst specified. The product is [CH3:35][C:33]1[S:34][C:30]([CH2:29][N:26]2[CH2:27][CH2:28][CH:23]([N:11]3[CH:10]=[N:9][C:8]4[C:12]3=[N:13][C:14]([C:16]3[CH:17]=[C:18]([OH:22])[CH:19]=[N:20][CH:21]=3)=[N:15][C:7]=4[N:1]3[CH2:2][CH2:3][O:4][CH2:5][CH2:6]3)[CH2:24][CH2:25]2)=[CH:31][CH:32]=1. The yield is 0.490. (3) The reactants are C([N:4]1[C:8]2=[N:9][C:10]([O:13]C(=O)C)=[CH:11][CH:12]=[C:7]2[CH:6]=[CH:5]1)(=O)C.C(=O)([O-])[O-].[K+].[K+]. The catalyst is CO.O. The product is [NH:4]1[C:8]2=[N:9][C:10]([OH:13])=[CH:11][CH:12]=[C:7]2[CH:6]=[CH:5]1. The yield is 0.620.